Dataset: NCI-60 drug combinations with 297,098 pairs across 59 cell lines. Task: Regression. Given two drug SMILES strings and cell line genomic features, predict the synergy score measuring deviation from expected non-interaction effect. (1) Drug 1: C1CN1P(=S)(N2CC2)N3CC3. Drug 2: CC1C(C(CC(O1)OC2CC(CC3=C2C(=C4C(=C3O)C(=O)C5=C(C4=O)C(=CC=C5)OC)O)(C(=O)CO)O)N)O.Cl. Synergy scores: CSS=11.0, Synergy_ZIP=-7.07, Synergy_Bliss=-0.794, Synergy_Loewe=-9.56, Synergy_HSA=-0.401. Cell line: HOP-92. (2) Drug 1: CCC1(CC2CC(C3=C(CCN(C2)C1)C4=CC=CC=C4N3)(C5=C(C=C6C(=C5)C78CCN9C7C(C=CC9)(C(C(C8N6C=O)(C(=O)OC)O)OC(=O)C)CC)OC)C(=O)OC)O.OS(=O)(=O)O. Drug 2: C1C(C(OC1N2C=NC3=C2NC=NCC3O)CO)O. Cell line: T-47D. Synergy scores: CSS=23.7, Synergy_ZIP=-3.72, Synergy_Bliss=0.710, Synergy_Loewe=-9.13, Synergy_HSA=1.54.